Dataset: HIV replication inhibition screening data with 41,000+ compounds from the AIDS Antiviral Screen. Task: Binary Classification. Given a drug SMILES string, predict its activity (active/inactive) in a high-throughput screening assay against a specified biological target. (1) The compound is CN(C(=O)Cc1ccccc1)n1cnn(CC(=O)OC(C)(C)C)c1=S. The result is 0 (inactive). (2) The molecule is C#CCCOC(=O)c1ccccc1OC(C)=O. The result is 0 (inactive). (3) The compound is O=C1NC2CSC(CCCCC(=O)ON3C(=O)CCC3=O)C2N1. The result is 0 (inactive). (4) The molecule is CCN(C(=N)C#N)c1ccccc1. The result is 0 (inactive). (5) The drug is O=C1OC(c2cccc(C(F)(F)F)c2)(c2cccc(C(F)(F)F)c2)c2ccc3ccccc3c21. The result is 0 (inactive).